Dataset: Reaction yield outcomes from USPTO patents with 853,638 reactions. Task: Predict the reaction yield, written as a fraction of the theoretical maximum amount of product (1.0 means a 100% yield; for example, 0.34 means a 34% yield). (1) The yield is 0.160. The product is [F:31][C:2]1[C:10]2[CH2:9][CH2:8][CH2:7][CH2:6][C:5]=2[N:4]2[CH2:11][CH2:12][NH:13][C:14](=[O:15])[C:3]=12. The reactants are Br[C:2]1[C:10]2[CH2:9][CH2:8][CH2:7][CH2:6][C:5]=2[N:4]2[CH2:11][CH2:12][NH:13][C:14](=[O:15])[C:3]=12.[Li]CCCC.C1C=CC(S(N(S(C2C=CC=CC=2)(=O)=O)[F:31])(=O)=O)=CC=1. The catalyst is O1CCCC1. (2) The reactants are [Cl:1][CH2:2][CH2:3][C:4]([C:6]1[CH:11]=[CH:10][CH:9]=[CH:8][CH:7]=1)=[O:5].[NH4+].[Cl-].[CH2:14](Br)[CH:15]=[CH2:16]. The catalyst is C1COCC1.[Zn]. The product is [Cl:1][CH2:2][CH2:3][C:4]([C:6]1[CH:11]=[CH:10][CH:9]=[CH:8][CH:7]=1)([OH:5])[CH2:16][CH:15]=[CH2:14]. The yield is 0.970. (3) The reactants are Br[C:2]1[CH:3]=[C:4]([S:10]([CH2:13][CH2:14][O:15][CH:16]2[CH2:21][CH2:20][CH2:19][CH2:18][O:17]2)(=[O:12])=[O:11])[CH:5]=[CH:6][C:7]=1[O:8][CH3:9].[CH3:22][C:23]1([CH3:39])[C:27]([CH3:29])([CH3:28])[O:26][B:25]([B:25]2[O:26][C:27]([CH3:29])([CH3:28])[C:23]([CH3:39])([CH3:22])[O:24]2)[O:24]1.C(O[K])(C)=O.CC(=O)OCC. The catalyst is O1CCOCC1. The product is [CH3:9][O:8][C:7]1[CH:6]=[CH:5][C:4]([S:10]([CH2:13][CH2:14][O:15][CH:16]2[CH2:21][CH2:20][CH2:19][CH2:18][O:17]2)(=[O:12])=[O:11])=[CH:3][C:2]=1[B:25]1[O:26][C:27]([CH3:29])([CH3:28])[C:23]([CH3:39])([CH3:22])[O:24]1. The yield is 0.392. (4) The reactants are [Cl:1][C:2]1[CH:7]=[CH:6][C:5]([N+:8]([O-])=O)=[CH:4][C:3]=1[C:11](=[O:13])[CH3:12].[Cl-].[NH4+].O. The catalyst is [Fe].CO. The product is [NH2:8][C:5]1[CH:6]=[CH:7][C:2]([Cl:1])=[C:3]([C:11](=[O:13])[CH3:12])[CH:4]=1. The yield is 0.940. (5) The reactants are C[O:2][C:3](=[O:39])[CH2:4][C:5]1[CH:10]=[CH:9][CH:8]=[C:7]([O:11][CH2:12][CH2:13][CH2:14][N:15]([CH2:25][CH:26]([C:33]2[CH:38]=[CH:37][CH:36]=[CH:35][CH:34]=2)[C:27]2[CH:32]=[CH:31][CH:30]=[CH:29][CH:28]=2)[CH2:16][C:17]2[CH:22]=[CH:21][CH:20]=[C:19]([O:23][CH3:24])[CH:18]=2)[CH:6]=1.[OH-].[Na+]. The catalyst is CO. The product is [C:27]1([CH:26]([C:33]2[CH:34]=[CH:35][CH:36]=[CH:37][CH:38]=2)[CH2:25][N:15]([CH2:16][C:17]2[CH:22]=[CH:21][CH:20]=[C:19]([O:23][CH3:24])[CH:18]=2)[CH2:14][CH2:13][CH2:12][O:11][C:7]2[CH:6]=[C:5]([CH2:4][C:3]([OH:39])=[O:2])[CH:10]=[CH:9][CH:8]=2)[CH:28]=[CH:29][CH:30]=[CH:31][CH:32]=1. The yield is 0.840. (6) The reactants are [C:1]([O:5][C:6](=[O:15])[NH:7][CH2:8][CH2:9][C:10]1[N:11]=[CH:12][NH:13][CH:14]=1)([CH3:4])([CH3:3])[CH3:2].[H-].[Na+].[CH3:18]I. The catalyst is C1COCC1. The product is [C:1]([O:5][C:6](=[O:15])[NH:7][CH2:8][CH2:9][C:10]1[N:11]=[CH:12][N:13]([CH3:18])[CH:14]=1)([CH3:4])([CH3:2])[CH3:3]. The yield is 0.340. (7) The reactants are [CH:1]1[C:13]2[CH:12]([CH2:14][O:15][C:16]([NH:18][C@H:19]([C:25]([OH:27])=[O:26])[CH2:20][CH2:21][CH2:22][CH2:23][NH2:24])=[O:17])[C:11]3[C:6](=[CH:7][CH:8]=[CH:9][CH:10]=3)[C:5]=2[CH:4]=[CH:3][CH:2]=1.[N+:28]([C:31]1[CH:36]=[CH:35][C:34]([S:37](Cl)(=[O:39])=[O:38])=[CH:33][CH:32]=1)([O-:30])=[O:29]. No catalyst specified. The product is [N+:28]([C:31]1[CH:32]=[CH:33][C:34]([S:37]([NH:24][CH2:23][CH2:22][CH2:21][CH2:20][C@@H:19]([C:25]([OH:27])=[O:26])[NH:18][C:16]([O:15][CH2:14][CH:12]2[C:11]3[CH:10]=[CH:9][CH:8]=[CH:7][C:6]=3[C:5]3[C:13]2=[CH:1][CH:2]=[CH:3][CH:4]=3)=[O:17])(=[O:39])=[O:38])=[CH:35][CH:36]=1)([O-:30])=[O:29]. The yield is 0.890.